From a dataset of Reaction yield outcomes from USPTO patents with 853,638 reactions. Predict the reaction yield, written as a fraction of the theoretical maximum amount of product (1.0 means a 100% yield; for example, 0.34 means a 34% yield). The product is [C:19]([O:23][C:24]([N:26]1[CH2:31][CH2:30][N:29]([C:2]2[CH:11]=[C:10]([C:12]3[CH:17]=[CH:16][CH:15]=[CH:14][C:13]=3[CH3:18])[C:5]([C:6](=[O:7])[NH:8][CH3:9])=[CH:4][N:3]=2)[CH2:28][CH2:27]1)=[O:25])([CH3:22])([CH3:20])[CH3:21]. The reactants are Cl[C:2]1[CH:11]=[C:10]([C:12]2[CH:17]=[CH:16][CH:15]=[CH:14][C:13]=2[CH3:18])[C:5]([C:6]([NH:8][CH3:9])=[O:7])=[CH:4][N:3]=1.[C:19]([O:23][C:24]([N:26]1[CH2:31][CH2:30][NH:29][CH2:28][CH2:27]1)=[O:25])([CH3:22])([CH3:21])[CH3:20].C(N(C(C)C)C(C)C)C. The yield is 0.480. The catalyst is CN(C1C=CN=CC=1)C.ClCCl.